From a dataset of Forward reaction prediction with 1.9M reactions from USPTO patents (1976-2016). Predict the product of the given reaction. (1) Given the reactants CCCC[N+](CCCC)(CCCC)CCCC.[F-].[Si]([O:26][C@H:27]1[CH2:36][C@@H:35]2[N:30]([C:31](=[O:52])/[C:32](=[CH:37]/[C:38]3[CH:43]=[CH:42][C:41]([N:44]4[CH:48]=[C:47]([CH3:49])[N:46]=[CH:45]4)=[C:40]([O:50][CH3:51])[CH:39]=3)/[CH2:33][CH2:34]2)[C@H:29]([C:53]2[CH:58]=[CH:57][CH:56]=[CH:55][CH:54]=2)[CH2:28]1)(C(C)(C)C)(C)C.[Cl-].[NH4+].C(OCC)(=O)C, predict the reaction product. The product is: [C:53]1([C@@H:29]2[CH2:28][C@@H:27]([OH:26])[CH2:36][C@@H:35]3[N:30]2[C:31](=[O:52])/[C:32](=[CH:37]/[C:38]2[CH:43]=[CH:42][C:41]([N:44]4[CH:48]=[C:47]([CH3:49])[N:46]=[CH:45]4)=[C:40]([O:50][CH3:51])[CH:39]=2)/[CH2:33][CH2:34]3)[CH:54]=[CH:55][CH:56]=[CH:57][CH:58]=1. (2) Given the reactants [C:1]([O:5][C:6]([N:8]1[CH2:12][C@@H:11]([N:13]2[CH2:18][CH2:17][N:16]([C:19]3[C:24]([Cl:25])=[CH:23][C:22]([C:26]([O:28]CC)=[O:27])=[CH:21][N:20]=3)[CH2:15][CH2:14]2)[CH2:10][C@H:9]1[C:31]([N:33]1[CH2:37][CH2:36][S:35][CH2:34]1)=[O:32])=[O:7])([CH3:4])([CH3:3])[CH3:2].Cl.Cl.Cl.ClC1C(N2CCN([C@@H]3CN[C@H](C(N4CCSC4)=O)C3)CC2)=NC=C(C(OCC)=O)C=1.[OH-].[Li+], predict the reaction product. The product is: [C:1]([O:5][C:6]([N:8]1[CH2:12][C@@H:11]([N:13]2[CH2:14][CH2:15][N:16]([C:19]3[C:24]([Cl:25])=[CH:23][C:22]([C:26]([OH:28])=[O:27])=[CH:21][N:20]=3)[CH2:17][CH2:18]2)[CH2:10][C@H:9]1[C:31]([N:33]1[CH2:37][CH2:36][S:35][CH2:34]1)=[O:32])=[O:7])([CH3:4])([CH3:2])[CH3:3]. (3) Given the reactants [F:1][C:2]1[CH:7]=[CH:6][C:5]([NH:8][CH:9]2[CH2:14][CH2:13][N:12]([C:15](=[O:25])[CH2:16][C:17]3[CH:24]=[CH:23][C:20]([CH:21]=O)=[CH:19][CH:18]=3)[CH2:11][CH2:10]2)=[CH:4][CH:3]=1.[CH3:26][C@@H:27]1[CH2:32][NH:31][CH2:30][C@H:29]([CH3:33])[N:28]1[C:34]([O:36][C:37]([CH3:40])([CH3:39])[CH3:38])=[O:35].C(O[BH-](OC(=O)C)OC(=O)C)(=O)C.[Na+].C([O-])(O)=O.[Na+], predict the reaction product. The product is: [F:1][C:2]1[CH:3]=[CH:4][C:5]([NH:8][CH:9]2[CH2:10][CH2:11][N:12]([C:15](=[O:25])[CH2:16][C:17]3[CH:18]=[CH:19][C:20]([CH2:21][N:31]4[CH2:32][C@H:27]([CH3:26])[N:28]([C:34]([O:36][C:37]([CH3:38])([CH3:40])[CH3:39])=[O:35])[C@H:29]([CH3:33])[CH2:30]4)=[CH:23][CH:24]=3)[CH2:13][CH2:14]2)=[CH:6][CH:7]=1. (4) The product is: [Br:1][C:2]1[CH:3]=[C:4]2[C:8](=[CH:9][C:10]=1[F:11])[N:7]([CH3:14])[CH:6]=[CH:5]2. Given the reactants [Br:1][C:2]1[CH:3]=[C:4]2[C:8](=[CH:9][C:10]=1[F:11])[NH:7][CH:6]=[CH:5]2.[OH-].[K+].[CH3:14]I, predict the reaction product.